From a dataset of Reaction yield outcomes from USPTO patents with 853,638 reactions. Predict the reaction yield, written as a fraction of the theoretical maximum amount of product (1.0 means a 100% yield; for example, 0.34 means a 34% yield). The reactants are [CH:1]1(/[C:4](/[C:21]2[CH:26]=[CH:25][CH:24]=[CH:23][CH:22]=2)=[C:5](/[C:11]2[CH:16]=[CH:15][C:14]([O:17][CH2:18][O:19][CH3:20])=[CH:13][CH:12]=2)\[C:6]([O:8]CC)=[O:7])[CH2:3][CH2:2]1.[OH-].[Na+].Cl. The yield is 0.750. The product is [CH:1]1(/[C:4](/[C:21]2[CH:26]=[CH:25][CH:24]=[CH:23][CH:22]=2)=[C:5](/[C:11]2[CH:16]=[CH:15][C:14]([O:17][CH2:18][O:19][CH3:20])=[CH:13][CH:12]=2)\[C:6]([OH:8])=[O:7])[CH2:3][CH2:2]1. The catalyst is CO.